Dataset: Full USPTO retrosynthesis dataset with 1.9M reactions from patents (1976-2016). Task: Predict the reactants needed to synthesize the given product. (1) Given the product [F:36][C:37]([F:42])([F:41])[C:38]([OH:40])=[O:39].[CH2:1]([O:5][C:6]1[CH:11]=[C:10](/[CH:12]=[C:13](\[CH3:19])/[C:14]([O:16][CH2:17][CH3:18])=[O:15])[CH:9]=[CH:8][C:7]=1[C:20]1[CH:25]=[CH:24][CH:23]=[C:22]([CH2:26][NH:27][CH3:28])[CH:21]=1)[CH2:2][CH2:3][CH3:4], predict the reactants needed to synthesize it. The reactants are: [CH2:1]([O:5][C:6]1[CH:11]=[C:10](/[CH:12]=[C:13](\[CH3:19])/[C:14]([O:16][CH2:17][CH3:18])=[O:15])[CH:9]=[CH:8][C:7]=1[C:20]1[CH:25]=[CH:24][CH:23]=[C:22]([CH2:26][NH:27][CH2:28]C(OC(C)(C)C)=O)[CH:21]=1)[CH2:2][CH2:3][CH3:4].[F:36][C:37]([F:42])([F:41])[C:38]([OH:40])=[O:39]. (2) Given the product [Cl:47][C:44]1[CH:45]=[CH:46][C:41]([C:40]#[C:39][N:5]2[C:6]3[C:11](=[CH:10][C:9]([CH3:15])=[CH:8][CH:7]=3)[C:12]3[CH2:13][CH2:14][N:2]([CH3:1])[CH2:3][C:4]2=3)=[CH:42][CH:43]=1, predict the reactants needed to synthesize it. The reactants are: [CH3:1][N:2]1[CH2:14][CH2:13][C:12]2[C:11]3[C:6](=[CH:7][CH:8]=[C:9]([CH3:15])[CH:10]=3)[NH:5][C:4]=2[CH2:3]1.N1C2C(=CC=C3C=2N=CC=C3)C=CC=1.[O-]P([O-])([O-])=O.[K+].[K+].[K+].Br[C:39]#[C:40][C:41]1[CH:46]=[CH:45][C:44]([Cl:47])=[CH:43][CH:42]=1. (3) Given the product [S:9]1[CH:10]=[CH:11][CH:12]=[C:8]1[C:6]1[N:7]=[C:2]([NH:25][C:26]2[CH:27]=[C:28]([OH:32])[CH:29]=[CH:30][CH:31]=2)[C:3]2[NH:15][N:14]=[CH:13][C:4]=2[N:5]=1, predict the reactants needed to synthesize it. The reactants are: Cl[C:2]1[C:3]2[C:4](=[CH:13][N:14](CC3C=CC(OC)=CC=3)[N:15]=2)[N:5]=[C:6]([C:8]2[S:9][CH:10]=[CH:11][CH:12]=2)[N:7]=1.[NH2:25][C:26]1[CH:27]=[C:28]([OH:32])[CH:29]=[CH:30][CH:31]=1.Cl. (4) Given the product [N+:8]([C:4]1[CH:3]=[C:2]([CH:7]=[CH:6][CH:5]=1)[O:11][C:12]1[CH:13]=[N:14][CH:15]=[CH:16][CH:17]=1)([O-:10])=[O:9], predict the reactants needed to synthesize it. The reactants are: F[C:2]1[CH:7]=[CH:6][CH:5]=[C:4]([N+:8]([O-:10])=[O:9])[CH:3]=1.[OH:11][C:12]1[CH:13]=[N:14][CH:15]=[CH:16][CH:17]=1.C([O-])([O-])=O.[K+].[K+]. (5) Given the product [C:1]([O:5][C:6]([NH:8][C@H:9]([C:23]([O:25][CH3:26])=[O:24])[CH2:10][C:11]1[CH:16]=[CH:15][C:14]([CH2:17][CH2:18][CH2:19][C:20]2[CH:21]=[CH:34][C:33]3[C:28](=[N:29][CH:30]=[CH:31][CH:32]=3)[N:27]=2)=[CH:13][CH:12]=1)=[O:7])([CH3:2])([CH3:4])[CH3:3], predict the reactants needed to synthesize it. The reactants are: [C:1]([O:5][C:6]([NH:8][C@H:9]([C:23]([O:25][CH3:26])=[O:24])[CH2:10][C:11]1[CH:16]=[CH:15][C:14]([CH2:17][CH2:18][CH2:19][C:20](=O)[CH3:21])=[CH:13][CH:12]=1)=[O:7])([CH3:4])([CH3:3])[CH3:2].[NH2:27][C:28]1[C:33]([CH:34]=O)=[CH:32][CH:31]=[CH:30][N:29]=1.N1CCC[C@H]1C(O)=O. (6) Given the product [ClH:1].[CH:8]([O:11][C:12]1[CH:17]=[CH:16][C:15]([NH:18][C:19]([C@H:21]2[C@H:26]3[CH2:27][CH2:28][C@H:23]([CH2:24][NH:25]3)[CH2:22]2)=[O:20])=[CH:14][CH:13]=1)([CH3:10])[CH3:9], predict the reactants needed to synthesize it. The reactants are: [ClH:1].C(OCC)(=O)C.[CH:8]([O:11][C:12]1[CH:17]=[CH:16][C:15]([NH:18][C:19]([C@H:21]2[C@H:26]3[CH2:27][CH2:28][C@H:23]([CH2:24][N:25]3C(OC(C)(C)C)=O)[CH2:22]2)=[O:20])=[CH:14][CH:13]=1)([CH3:10])[CH3:9]. (7) Given the product [CH2:1]([N:4]1[C:8]2[C:9]([CH:13]([CH2:16][CH3:17])[CH2:14][CH3:15])=[CH:10][CH:11]=[C:12]([Cl:19])[C:7]=2[NH:6][C:5]1=[O:18])[CH:2]=[CH2:3], predict the reactants needed to synthesize it. The reactants are: [CH2:1]([N:4]1[C:8]2[C:9]([CH:13]([CH2:16][CH3:17])[CH2:14][CH3:15])=[CH:10][CH:11]=[CH:12][C:7]=2[NH:6][C:5]1=[O:18])[CH:2]=[CH2:3].[Cl:19]N1C(=O)CCC1=O. (8) Given the product [C:1]([O:5][C:6](=[O:17])[CH2:7][C@@H:8]([CH2:15][O:16][S:25]([C:28]1[CH:34]=[CH:33][C:31]([CH3:32])=[CH:30][CH:29]=1)(=[O:27])=[O:26])[CH2:9][C@H:10]([CH3:14])[CH2:11][CH2:12][CH3:13])([CH3:3])([CH3:2])[CH3:4], predict the reactants needed to synthesize it. The reactants are: [C:1]([O:5][C:6](=[O:17])[CH2:7][C@@H:8]([CH2:15][OH:16])[CH2:9][C@H:10]([CH3:14])[CH2:11][CH2:12][CH3:13])([CH3:4])([CH3:3])[CH3:2].C(N(CC)CC)C.[S:25](Cl)([C:28]1[CH:34]=[CH:33][C:31]([CH3:32])=[CH:30][CH:29]=1)(=[O:27])=[O:26].Cl.